From a dataset of Full USPTO retrosynthesis dataset with 1.9M reactions from patents (1976-2016). Predict the reactants needed to synthesize the given product. Given the product [C:1]([C@H:5]1[CH2:10][CH2:9][C@H:8]([O:11][C:12]2[CH:21]=[C:20]([C:22]([F:23])([F:24])[F:25])[C:19]3[C:14](=[CH:15][CH:16]=[CH:17][CH:18]=3)[C:13]=2[CH2:26][N:28]2[CH2:29][CH2:30][CH:31]([C:32]([O:34][CH2:35][CH3:36])=[O:33])[CH2:37][CH2:38]2)[CH2:7][CH2:6]1)([CH3:4])([CH3:3])[CH3:2], predict the reactants needed to synthesize it. The reactants are: [C:1]([C@H:5]1[CH2:10][CH2:9][C@H:8]([O:11][C:12]2[CH:21]=[C:20]([C:22]([F:25])([F:24])[F:23])[C:19]3[C:14](=[CH:15][CH:16]=[CH:17][CH:18]=3)[C:13]=2[CH:26]=O)[CH2:7][CH2:6]1)([CH3:4])([CH3:3])[CH3:2].[NH:28]1[CH2:38][CH2:37][CH:31]([C:32]([O:34][CH2:35][CH3:36])=[O:33])[CH2:30][CH2:29]1.C(O[BH-](OC(=O)C)OC(=O)C)(=O)C.[Na+].